Task: Predict the reactants needed to synthesize the given product.. Dataset: Full USPTO retrosynthesis dataset with 1.9M reactions from patents (1976-2016) Given the product [F:1][C:2]1[CH:7]=[CH:6][C:5]([CH:8]([CH2:21][CH3:22])[CH2:9][C:10]([OH:20])([C:16]([F:19])([F:18])[F:17])[CH:11]=[O:12])=[C:4]([O:23][CH3:24])[C:3]=1[CH3:25], predict the reactants needed to synthesize it. The reactants are: [F:1][C:2]1[CH:7]=[CH:6][C:5]([CH:8]([CH2:21][CH3:22])[CH2:9][C@:10]([OH:20])([C:16]([F:19])([F:18])[F:17])[C:11](OCC)=[O:12])=[C:4]([O:23][CH3:24])[C:3]=1[CH3:25].[H-].[Al+3].[Li+].[H-].[H-].[H-].C(OCC)(=O)C.O.